This data is from Forward reaction prediction with 1.9M reactions from USPTO patents (1976-2016). The task is: Predict the product of the given reaction. Given the reactants [C:1]([C:3]1[C:4]([C:16]([F:19])([F:18])[F:17])=[C:5]2[C:9](=[CH:10][CH:11]=1)[N:8]([CH2:12][C:13]([OH:15])=O)[CH:7]=[CH:6]2)#[N:2].[F:20][C:21]1[CH:22]=[C:23]([CH:28]=[C:29]([F:31])[CH:30]=1)[C:24]([NH:26][NH2:27])=O, predict the reaction product. The product is: [F:20][C:21]1[CH:22]=[C:23]([C:24]2[O:15][C:13]([CH2:12][N:8]3[C:9]4[C:5](=[C:4]([C:16]([F:19])([F:18])[F:17])[C:3]([C:1]#[N:2])=[CH:11][CH:10]=4)[CH:6]=[CH:7]3)=[N:27][N:26]=2)[CH:28]=[C:29]([F:31])[CH:30]=1.